From a dataset of Full USPTO retrosynthesis dataset with 1.9M reactions from patents (1976-2016). Predict the reactants needed to synthesize the given product. (1) Given the product [CH3:4][CH:3]([N:5]1[CH2:10][CH2:9][N:8]([C:11]([C@H:13]2[CH2:17][CH2:16][NH:15][CH2:14]2)=[O:12])[CH2:7][CH2:6]1)[CH3:2], predict the reactants needed to synthesize it. The reactants are: Cl.[CH3:2][CH:3]([N:5]1[CH2:10][CH2:9][N:8]([C:11]([C@H:13]2[CH2:17][CH2:16][N:15](C(OC(C)(C)C)=O)[CH2:14]2)=[O:12])[CH2:7][CH2:6]1)[CH3:4]. (2) Given the product [CH3:26][S:23]([C:20]1[CH:21]=[CH:22][C:16]2[O:15][CH2:14][CH:13]([CH2:12][N:27]3[CH2:31][CH2:30][CH2:29][CH2:28]3)[O:18][C:17]=2[CH:19]=1)(=[O:24])=[O:25], predict the reactants needed to synthesize it. The reactants are: CC1C=CC(S(O[CH2:12][CH:13]2[O:18][C:17]3[CH:19]=[C:20]([S:23]([CH3:26])(=[O:25])=[O:24])[CH:21]=[CH:22][C:16]=3[O:15][CH2:14]2)(=O)=O)=CC=1.[NH:27]1[CH2:31][CH2:30][CH2:29][CH2:28]1. (3) The reactants are: Br[C:2]1[CH:7]=[C:6]([Cl:8])[CH:5]=[CH:4][C:3]=1[C:9]([N:11]1[CH2:16][CH2:15][N:14]([C:17]2[C:22]([CH3:23])=[CH:21][C:20]([CH3:24])=[CH:19][N:18]=2)[CH2:13][CH2:12]1)=[O:10].[C:25]([N:28]1[CH2:32][CH2:31][NH:30][C:29]1=[O:33])(=[O:27])[CH3:26]. Given the product [C:25]([N:28]1[CH2:32][CH2:31][N:30]([C:2]2[CH:7]=[C:6]([Cl:8])[CH:5]=[CH:4][C:3]=2[C:9]([N:11]2[CH2:16][CH2:15][N:14]([C:17]3[C:22]([CH3:23])=[CH:21][C:20]([CH3:24])=[CH:19][N:18]=3)[CH2:13][CH2:12]2)=[O:10])[C:29]1=[O:33])(=[O:27])[CH3:26], predict the reactants needed to synthesize it. (4) Given the product [CH:23]1([C:19]2[CH:20]=[C:21]([CH3:22])[C:16]([N:13]3[CH2:14][CH2:15][N:10]([C:8]([C:5]4[N:6]=[CH:7][C:2]([N:28]5[CH2:29][CH2:30][O:26][C:27]5=[O:31])=[N:3][CH:4]=4)=[O:9])[CH2:11][CH2:12]3)=[N:17][CH:18]=2)[CH2:25][CH2:24]1, predict the reactants needed to synthesize it. The reactants are: Br[C:2]1[N:3]=[CH:4][C:5]([C:8]([N:10]2[CH2:15][CH2:14][N:13]([C:16]3[C:21]([CH3:22])=[CH:20][C:19]([CH:23]4[CH2:25][CH2:24]4)=[CH:18][N:17]=3)[CH2:12][CH2:11]2)=[O:9])=[N:6][CH:7]=1.[O:26]1[CH2:30][CH2:29][NH:28][C:27]1=[O:31]. (5) Given the product [CH3:14][O:15][C:16](=[O:25])[CH2:17][N:18]1[CH2:6][CH2:7][CH:8]([O:11][CH3:12])[CH2:9][CH2:10]1, predict the reactants needed to synthesize it. The reactants are: COC(=O)C[C@H]1[CH2:10][CH2:9][C@H:8]([O:11][CH3:12])[CH2:7][CH2:6]1.[CH3:14][O:15][C:16](=[O:25])[CH2:17][N:18]1CCC(O)CC1. (6) Given the product [NH2:1][C:2]1[N:3]=[C:4]([O:13][CH2:14][C:15]([F:18])([F:17])[F:16])[C:5]2[N:11]=[C:10]([C:23]3[CH:24]=[CH:25][C:20]([F:19])=[CH:21][CH:22]=3)[CH:9]=[CH:8][C:6]=2[N:7]=1, predict the reactants needed to synthesize it. The reactants are: [NH2:1][C:2]1[N:3]=[C:4]([O:13][CH2:14][C:15]([F:18])([F:17])[F:16])[C:5]2[N:11]=[C:10](Cl)[CH:9]=[CH:8][C:6]=2[N:7]=1.[F:19][C:20]1[CH:25]=[CH:24][C:23](B(O)O)=[CH:22][CH:21]=1.C(=O)([O-])[O-].[K+].[K+]. (7) Given the product [NH2:5][C:6]1[C:15]2[CH:14]=[CH:13][CH:12]=[C:11]([C:16]([NH:18][C:19]3[CH:24]=[C:23]([NH:25][C:26]([NH:28][C:29]4[CH:34]=[CH:33][CH:32]=[C:31]([C:36]([F:38])([F:37])[F:39])[CH:30]=4)=[O:27])[CH:22]=[CH:21][C:20]=3[CH3:40])=[O:17])[C:10]=2[CH:9]=[CH:8][N:7]=1, predict the reactants needed to synthesize it. The reactants are: C([NH:5][C:6]1[C:15]2[CH:14]=[CH:13][CH:12]=[C:11]([C:16]([NH:18][C:19]3[CH:24]=[C:23]([NH:25][C:26]([NH:28][C:29]4[CH:34]=[CH:33][C:32](Cl)=[C:31]([C:36]([F:39])([F:38])[F:37])[CH:30]=4)=[O:27])[CH:22]=[CH:21][C:20]=3[CH3:40])=[O:17])[C:10]=2[CH:9]=[CH:8][N:7]=1)(C)(C)C.N(C1C=CC=C(C(F)(F)F)C=1)=C=O. (8) Given the product [C:24]([OH:23])(=[O:39])[CH3:27].[C:38]([OH:23])(=[O:39])[CH3:37].[C:24]([OH:23])(=[O:39])[CH3:27].[NH2:21][C@@H:18]1[CH2:19][CH2:20][N:16]([C:2]2[N:7]=[C:6]([NH2:8])[N:5]=[C:4]([NH:9][CH:10]3[CH2:15][CH2:14][CH2:13][CH2:12][CH2:11]3)[CH:3]=2)[CH2:17]1, predict the reactants needed to synthesize it. The reactants are: Cl[C:2]1[N:7]=[C:6]([NH2:8])[N:5]=[C:4]([NH:9][CH:10]2[CH2:15][CH2:14][CH2:13][CH2:12][CH2:11]2)[CH:3]=1.[NH:16]1[CH2:20][CH2:19][C@@H:18]([NH:21]C(=O)[O:23][C:24]([CH3:27])(C)C)[CH2:17]1.CCN(CC)CC.Cl.[CH3:37][CH2:38][OH:39]. (9) Given the product [CH3:15][O:14][C:9]1[CH:10]=[CH:11][CH:12]=[CH:13][C:8]=1[CH2:7][NH:6][C:4]([NH:3][C:1]1[O:16][CH:17]=[C:18]([C:20]2[CH:25]=[CH:24][CH:23]=[CH:22][CH:21]=2)[N:2]=1)=[NH:5], predict the reactants needed to synthesize it. The reactants are: [C:1]([NH:3][C:4]([NH:6][CH2:7][C:8]1[CH:13]=[CH:12][CH:11]=[CH:10][C:9]=1[O:14][CH3:15])=[NH:5])#[N:2].[OH:16][CH2:17][C:18]([C:20]1[CH:25]=[CH:24][CH:23]=[CH:22][CH:21]=1)=O.Cl. (10) Given the product [NH2:1][C:2]1[N:6]([C:7]2[CH:12]=[CH:11][CH:10]=[C:9]([O:13][CH2:27][CH2:26][O:25][CH:20]3[CH2:21][CH2:22][CH2:23][CH2:24][O:19]3)[CH:8]=2)[N:5]=[C:4]([C:14]([CH3:18])([CH3:17])[C:15]#[N:16])[CH:3]=1, predict the reactants needed to synthesize it. The reactants are: [NH2:1][C:2]1[N:6]([C:7]2[CH:12]=[CH:11][CH:10]=[C:9]([OH:13])[CH:8]=2)[N:5]=[C:4]([C:14]([CH3:18])([CH3:17])[C:15]#[N:16])[CH:3]=1.[O:19]1[CH2:24][CH2:23][CH2:22][CH2:21][CH:20]1[O:25][CH2:26][CH2:27]O.C1(P(C2C=CC=CC=2)C2C=CC=CC=2)C=CC=CC=1.N(C(OC(C)C)=O)=NC(OC(C)C)=O.